This data is from NCI-60 drug combinations with 297,098 pairs across 59 cell lines. The task is: Regression. Given two drug SMILES strings and cell line genomic features, predict the synergy score measuring deviation from expected non-interaction effect. (1) Synergy scores: CSS=-1.92, Synergy_ZIP=0.721, Synergy_Bliss=-0.0706, Synergy_Loewe=-3.02, Synergy_HSA=-1.84. Drug 1: CN(C)N=NC1=C(NC=N1)C(=O)N. Cell line: SNB-75. Drug 2: CC1=CC=C(C=C1)C2=CC(=NN2C3=CC=C(C=C3)S(=O)(=O)N)C(F)(F)F. (2) Drug 1: C1=CC=C(C=C1)NC(=O)CCCCCCC(=O)NO. Drug 2: C1CC(CCC1OC2=C(C(=CC=C2)Cl)F)(CC3=NC(=CC=C3)NC4=NC=CS4)C(=O)O. Cell line: HCT116. Synergy scores: CSS=59.4, Synergy_ZIP=2.38, Synergy_Bliss=1.46, Synergy_Loewe=-6.16, Synergy_HSA=6.42. (3) Drug 1: C1=C(C(=O)NC(=O)N1)N(CCCl)CCCl. Drug 2: CC1C(C(CC(O1)OC2CC(OC(C2O)C)OC3=CC4=CC5=C(C(=O)C(C(C5)C(C(=O)C(C(C)O)O)OC)OC6CC(C(C(O6)C)O)OC7CC(C(C(O7)C)O)OC8CC(C(C(O8)C)O)(C)O)C(=C4C(=C3C)O)O)O)O. Cell line: UACC-257. Synergy scores: CSS=11.4, Synergy_ZIP=2.32, Synergy_Bliss=-0.299, Synergy_Loewe=-1.70, Synergy_HSA=-1.44.